From a dataset of Catalyst prediction with 721,799 reactions and 888 catalyst types from USPTO. Predict which catalyst facilitates the given reaction. (1) Reactant: [C:1]([O:5][C:6](=[O:26])[C:7]([NH:18][C:19]([O:21][C:22]([CH3:25])([CH3:24])[CH3:23])=[O:20])([CH3:17])[CH2:8][O:9]CC1C=CC=CC=1)([CH3:4])([CH3:3])[CH3:2]. Product: [C:1]([O:5][C:6](=[O:26])[C:7]([NH:18][C:19]([O:21][C:22]([CH3:25])([CH3:24])[CH3:23])=[O:20])([CH3:17])[CH2:8][OH:9])([CH3:4])([CH3:2])[CH3:3]. The catalyst class is: 19. (2) Reactant: [F:1][C:2]([F:15])([F:14])[C:3]1[CH:8]=[CH:7][C:6](/[CH:9]=[CH:10]/[C:11](=O)[CH3:12])=[CH:5][CH:4]=1.[NH2:16]/[C:17](/[CH3:24])=[CH:18]\[C:19]([O:21][CH2:22][CH3:23])=[O:20]. Product: [CH3:24][C:17]1[N:16]=[C:11]([CH3:12])[CH:10]=[C:9]([C:6]2[CH:7]=[CH:8][C:3]([C:2]([F:1])([F:14])[F:15])=[CH:4][CH:5]=2)[C:18]=1[C:19]([O:21][CH2:22][CH3:23])=[O:20]. The catalyst class is: 51.